Dataset: Peptide-MHC class II binding affinity with 134,281 pairs from IEDB. Task: Regression. Given a peptide amino acid sequence and an MHC pseudo amino acid sequence, predict their binding affinity value. This is MHC class II binding data. (1) The peptide sequence is EEVMNIVLIALSILA. The MHC is DRB1_0901 with pseudo-sequence DRB1_0901. The binding affinity (normalized) is 0.151. (2) The peptide sequence is KTMVKKWRDVPYLTK. The MHC is DRB1_0701 with pseudo-sequence DRB1_0701. The binding affinity (normalized) is 0.294. (3) The peptide sequence is SKGDSARVTVKDVTF. The MHC is HLA-DPA10103-DPB10201 with pseudo-sequence HLA-DPA10103-DPB10201. The binding affinity (normalized) is 0.122.